From a dataset of Forward reaction prediction with 1.9M reactions from USPTO patents (1976-2016). Predict the product of the given reaction. (1) Given the reactants [Cl:1][C:2]1[N:7]=[C:6]([N:8](C(OC(C)(C)C)=O)[N:9](C(OC(C)(C)C)=O)C(OC(C)(C)C)=O)[C:5]([F:31])=[C:4]([NH:32][CH2:33][C:34]([CH3:42])([N:36]2[CH2:41][CH2:40][O:39][CH2:38][CH2:37]2)[CH3:35])[N:3]=1.Cl, predict the reaction product. The product is: [Cl:1][C:2]1[NH:3][C:4]([NH:32][CH2:33][C:34]([CH3:42])([N:36]2[CH2:41][CH2:40][O:39][CH2:38][CH2:37]2)[CH3:35])=[C:5]([F:31])[C:6](=[N:8][NH2:9])[N:7]=1. (2) Given the reactants [N:1]1[CH:6]=[CH:5][C:4]([C:7]2[S:11][C:10]([S:12](Cl)(=[O:14])=[O:13])=[CH:9][CH:8]=2)=[CH:3][CH:2]=1.Cl.[NH2:17][C@H:18]1[CH2:22][CH2:21][N:20]([CH2:23][C:24]2[CH:33]=[C:32]3[C:27]([CH:28]=[CH:29][N:30]=[C:31]3[Cl:34])=[CH:26][CH:25]=2)[C:19]1=[O:35], predict the reaction product. The product is: [Cl:34][C:31]1[C:32]2[C:27](=[CH:26][CH:25]=[C:24]([CH2:23][N:20]3[CH2:21][CH2:22][C@H:18]([NH:17][S:12]([C:10]4[S:11][C:7]([C:4]5[CH:5]=[CH:6][N:1]=[CH:2][CH:3]=5)=[CH:8][CH:9]=4)(=[O:14])=[O:13])[C:19]3=[O:35])[CH:33]=2)[CH:28]=[CH:29][N:30]=1. (3) Given the reactants [CH3:1][C:2]([CH3:22])([CH3:21])[CH2:3][CH2:4][C@H:5]1[CH2:10][C@@H:9]([C:11]2[O:15][NH:14][C:13](=[O:16])[CH:12]=2)[CH2:8][CH2:7][N:6]1C(OC)=O, predict the reaction product. The product is: [CH3:1][C:2]([CH3:22])([CH3:21])[CH2:3][CH2:4][C@H:5]1[CH2:10][C@@H:9]([C:11]2[O:15][NH:14][C:13](=[O:16])[CH:12]=2)[CH2:8][CH2:7][NH:6]1. (4) The product is: [CH3:17][P:15]([C:12]1[CH:13]=[CH:14][C:9]([NH:8][C:4]2[CH:3]=[C:2]([N:35]3[CH2:36][CH2:37][N:32]([C:26]4[CH:31]=[CH:30][CH:29]=[CH:28][CH:27]=4)[CH2:33][CH2:34]3)[N:7]=[CH:6][N:5]=2)=[CH:10][CH:11]=1)([CH3:18])=[O:16]. Given the reactants Cl[C:2]1[N:7]=[CH:6][N:5]=[C:4]([NH:8][C:9]2[CH:14]=[CH:13][C:12]([P:15]([CH3:18])([CH3:17])=[O:16])=[CH:11][CH:10]=2)[CH:3]=1.C(N(CC)CC)C.[C:26]1([N:32]2[CH2:37][CH2:36][NH:35][CH2:34][CH2:33]2)[CH:31]=[CH:30][CH:29]=[CH:28][CH:27]=1, predict the reaction product.